From a dataset of Catalyst prediction with 721,799 reactions and 888 catalyst types from USPTO. Predict which catalyst facilitates the given reaction. (1) Reactant: C(O)(C(F)(F)F)=O.[N:8]1[CH:13]=[CH:12][C:11]([N:14]2[CH2:19][CH2:18][C:17]3([CH2:25][CH2:24][CH2:23][N:22](C(OC(C)(C)C)=O)[CH2:21][CH2:20]3)[CH2:16][CH2:15]2)=[CH:10][CH:9]=1. Product: [N:8]1[CH:9]=[CH:10][C:11]([N:14]2[CH2:19][CH2:18][C:17]3([CH2:25][CH2:24][CH2:23][NH:22][CH2:21][CH2:20]3)[CH2:16][CH2:15]2)=[CH:12][CH:13]=1. The catalyst class is: 2. (2) Reactant: [CH3:1][O:2][C:3]([C:5]1[CH:10]=[CH:9][C:8]([C:11]2[C:12]([CH3:42])([CH3:41])[C@H:13]3[C@:26]([CH3:29])([CH2:27][CH:28]=2)[C@@H:25]2[C@:16]([CH3:40])([C@@:17]4([CH3:39])[C@H:22]([CH2:23][CH2:24]2)[C@H:21]2[C@H:30]([C:33]([CH3:35])=[CH2:34])[CH2:31][CH2:32][C@:20]2(C(O)=O)[CH2:19][CH2:18]4)[CH2:15][CH2:14]3)=[CH:7][CH:6]=1)=[O:4].C([N:45]([CH2:48]C)CC)C.C1(P(N=[N+]=[N-])(C2C=CC=CC=2)=[O:57])C=CC=CC=1. Product: [N:45]([C@:20]12[CH2:32][CH2:31][C@@H:30]([C:33]([CH3:35])=[CH2:34])[C@@H:21]1[C@@H:22]1[C@@:17]([CH3:39])([CH2:18][CH2:19]2)[C@@:16]2([CH3:40])[C@@H:25]([C@:26]3([CH3:29])[C@@H:13]([CH2:14][CH2:15]2)[C:12]([CH3:41])([CH3:42])[C:11]([C:8]2[CH:9]=[CH:10][C:5]([C:3]([O:2][CH3:1])=[O:4])=[CH:6][CH:7]=2)=[CH:28][CH2:27]3)[CH2:24][CH2:23]1)=[C:48]=[O:57]. The catalyst class is: 225.